This data is from Forward reaction prediction with 1.9M reactions from USPTO patents (1976-2016). The task is: Predict the product of the given reaction. (1) Given the reactants [N:1]1[N:9]2[C:4]([O:5][CH2:6][CH2:7][CH2:8]2)=[CH:3][C:2]=1[C:10]([OH:12])=O.[NH2:13][C@@H:14]([CH3:31])[CH2:15][N:16]1[CH:20]=[CH:19][C:18]([C:21]2[CH:28]=[C:27]([F:29])[C:24]([C:25]#[N:26])=[C:23]([Cl:30])[CH:22]=2)=[N:17]1, predict the reaction product. The product is: [Cl:30][C:23]1[CH:22]=[C:21]([C:18]2[CH:19]=[CH:20][N:16]([CH2:15][C@@H:14]([NH:13][C:10]([C:2]3[CH:3]=[C:4]4[O:5][CH2:6][CH2:7][CH2:8][N:9]4[N:1]=3)=[O:12])[CH3:31])[N:17]=2)[CH:28]=[C:27]([F:29])[C:24]=1[C:25]#[N:26]. (2) Given the reactants [H-].[Al+3].[Li+].[H-].[H-].[H-].[CH3:7][O:8][C:9]1[C:18]2[C:13](=[CH:14][CH:15]=[CH:16][CH:17]=2)[C:12]([O:19][CH3:20])=[CH:11][C:10]=1[C:21](OC)=[O:22], predict the reaction product. The product is: [CH3:7][O:8][C:9]1[C:18]2[C:13](=[CH:14][CH:15]=[CH:16][CH:17]=2)[C:12]([O:19][CH3:20])=[CH:11][C:10]=1[CH2:21][OH:22].